Dataset: Catalyst prediction with 721,799 reactions and 888 catalyst types from USPTO. Task: Predict which catalyst facilitates the given reaction. Reactant: [N:1]1[CH:6]=[CH:5][CH:4]=[CH:3][C:2]=1[C:7]([OH:9])=[O:8].CCN=C=NCCCN(C)C.C1C=CC2N(O)N=NC=2C=1.[NH2:31][CH:32]1[CH:37]([CH3:38])[CH2:36][N:35]([C:39]([O:41][CH2:42][C:43]2[CH:48]=[CH:47][CH:46]=[CH:45][CH:44]=2)=[O:40])[CH2:34][CH:33]1[OH:49].[NH2:50][CH:51]1[CH:56]([OH:57])[CH:55]([CH3:58])[CH2:54][N:53]([C:59]([O:61][CH2:62][C:63]2[CH:68]=[CH:67][CH:66]=[CH:65][CH:64]=2)=[O:60])[CH2:52]1. The catalyst class is: 2. Product: [OH:57][CH:56]1[CH:51]([NH:50][C:7](=[O:9])[C:2]2[CH:3]=[CH:4][CH:5]=[CH:6][N:1]=2)[CH2:52][N:53]([C:59]([O:61][CH2:62][C:63]2[CH:68]=[CH:67][CH:66]=[CH:65][CH:64]=2)=[O:60])[CH2:54][CH:55]1[CH3:58].[OH:49][CH:33]1[CH:32]([NH:31][C:7](=[O:8])[C:2]2[CH:3]=[CH:4][CH:5]=[CH:6][N:1]=2)[CH:37]([CH3:38])[CH2:36][N:35]([C:39]([O:41][CH2:42][C:43]2[CH:48]=[CH:47][CH:46]=[CH:45][CH:44]=2)=[O:40])[CH2:34]1.